This data is from Full USPTO retrosynthesis dataset with 1.9M reactions from patents (1976-2016). The task is: Predict the reactants needed to synthesize the given product. (1) Given the product [CH2:16]([N:6]([CH2:16][C:17]1[CH:22]=[CH:21][CH:20]=[CH:19][CH:18]=1)[C:5]1[CH:7]=[CH:8][C:2]([Br:1])=[C:3]([F:9])[CH:4]=1)[C:17]1[CH:22]=[CH:21][CH:20]=[CH:19][CH:18]=1, predict the reactants needed to synthesize it. The reactants are: [Br:1][C:2]1[CH:8]=[CH:7][C:5]([NH2:6])=[CH:4][C:3]=1[F:9].C([O-])([O-])=O.[K+].[K+].[CH2:16](Br)[C:17]1[CH:22]=[CH:21][CH:20]=[CH:19][CH:18]=1. (2) Given the product [Cl:22][C:23]1[CH:31]=[CH:30][C:26]([C:27](=[O:28])[NH:21][C:18]2([C:13]3[CH:14]=[CH:15][CH:16]=[CH:17][N:12]=3)[CH2:20][CH2:19]2)=[CH:25][C:24]=1[C:32]1[CH:33]=[C:34]2[C:40]([C:41]([O:43][CH3:44])=[O:42])=[C:39]([C:45]3[CH:46]=[CH:47][C:48]([F:51])=[CH:49][CH:50]=3)[O:38][C:35]2=[N:36][CH:37]=1, predict the reactants needed to synthesize it. The reactants are: CCN(C(C)C)C(C)C.Cl.Cl.[N:12]1[CH:17]=[CH:16][CH:15]=[CH:14][C:13]=1[C:18]1([NH2:21])[CH2:20][CH2:19]1.[Cl:22][C:23]1[CH:31]=[CH:30][C:26]([C:27](O)=[O:28])=[CH:25][C:24]=1[C:32]1[CH:33]=[C:34]2[C:40]([C:41]([O:43][CH3:44])=[O:42])=[C:39]([C:45]3[CH:50]=[CH:49][C:48]([F:51])=[CH:47][CH:46]=3)[O:38][C:35]2=[N:36][CH:37]=1.CN(C(ON1N=NC2C=CC=NC1=2)=[N+](C)C)C.F[P-](F)(F)(F)(F)F.